From a dataset of Catalyst prediction with 721,799 reactions and 888 catalyst types from USPTO. Predict which catalyst facilitates the given reaction. (1) Reactant: [N:1]1([C:7]2[CH:12]=[CH:11][C:10]([NH:13][C:14]([C:16]3[C:17]([C:22]4[CH:27]=[CH:26][C:25]([C:28]([F:31])([F:30])[F:29])=[CH:24][CH:23]=4)=[CH:18][CH:19]=[CH:20][CH:21]=3)=[O:15])=[CH:9][CH:8]=2)[CH2:6][CH2:5][NH:4][CH2:3][CH2:2]1.[NH:32]1[CH:36]=[CH:35][CH:34]=[C:33]1[CH:37]=O.C(O)(=O)C.C(O[BH-](OC(=O)C)OC(=O)C)(=O)C.[Na+]. Product: [NH:32]1[CH:36]=[CH:35][CH:34]=[C:33]1[CH2:37][N:4]1[CH2:5][CH2:6][N:1]([C:7]2[CH:8]=[CH:9][C:10]([NH:13][C:14]([C:16]3[C:17]([C:22]4[CH:27]=[CH:26][C:25]([C:28]([F:29])([F:31])[F:30])=[CH:24][CH:23]=4)=[CH:18][CH:19]=[CH:20][CH:21]=3)=[O:15])=[CH:11][CH:12]=2)[CH2:2][CH2:3]1. The catalyst class is: 26. (2) Reactant: [CH2:1]([O:4][C:5]([NH:7][C:8]1[S:9][CH:10]=[C:11]([CH2:13][C:14]([O:16][CH2:17][CH3:18])=[O:15])[N:12]=1)=[O:6])[CH:2]=[CH2:3].[CH:19](OCC)=[O:20].[H-].[Na+].Cl. Product: [CH2:1]([O:4][C:5]([NH:7][C:8]1[S:9][CH:10]=[C:11]([CH:13]([CH:19]=[O:20])[C:14]([O:16][CH2:17][CH3:18])=[O:15])[N:12]=1)=[O:6])[CH:2]=[CH2:3]. The catalyst class is: 1. (3) Reactant: [CH3:1][O:2][CH:3]([C:9]1[CH:18]=[CH:17][CH:16]=[C:15]2[C:10]=1[CH:11]=[CH:12][CH:13]=[N:14]2)[C:4](OCC)=[O:5].O.[NH2:20][NH2:21]. Product: [CH3:1][O:2][CH:3]([C:9]1[CH:18]=[CH:17][CH:16]=[C:15]2[C:10]=1[CH:11]=[CH:12][CH:13]=[N:14]2)[C:4]([NH:20][NH2:21])=[O:5]. The catalyst class is: 8. (4) Reactant: Cl.[C:2]1([C:8]2[CH:9]=[C:10]3[C:14](=[C:15]([C:17]([NH2:19])=[O:18])[CH:16]=2)[NH:13][N:12]=[C:11]3[CH:20]2[CH2:25][CH2:24][NH:23][CH2:22][CH2:21]2)[CH:7]=[CH:6][CH:5]=[CH:4][CH:3]=1.C(N(C(C)C)CC)(C)C.[C:35]([C:37]1[CH:42]=[CH:41][C:40]([S:43](Cl)(=[O:45])=[O:44])=[CH:39][CH:38]=1)#[N:36]. Product: [C:35]([C:37]1[CH:38]=[CH:39][C:40]([S:43]([N:23]2[CH2:24][CH2:25][CH:20]([C:11]3[C:10]4[C:14](=[C:15]([C:17]([NH2:19])=[O:18])[CH:16]=[C:8]([C:2]5[CH:3]=[CH:4][CH:5]=[CH:6][CH:7]=5)[CH:9]=4)[NH:13][N:12]=3)[CH2:21][CH2:22]2)(=[O:45])=[O:44])=[CH:41][CH:42]=1)#[N:36]. The catalyst class is: 142.